This data is from Reaction yield outcomes from USPTO patents with 853,638 reactions. The task is: Predict the reaction yield, written as a fraction of the theoretical maximum amount of product (1.0 means a 100% yield; for example, 0.34 means a 34% yield). (1) The reactants are [Cl:1][C:2]1[CH:19]=[CH:18][C:5]2=[N:6][N:7]([C:9]3[CH:14]=[CH:13][C:12]([N+:15]([O-])=O)=[CH:11][CH:10]=3)[N:8]=[C:4]2[CH:3]=1.[Sn](Cl)Cl. The catalyst is C(O)C. The product is [Cl:1][C:2]1[CH:19]=[CH:18][C:5]2=[N:6][N:7]([C:9]3[CH:10]=[CH:11][C:12]([NH2:15])=[CH:13][CH:14]=3)[N:8]=[C:4]2[CH:3]=1. The yield is 0.630. (2) The reactants are [F:1][C:2]1[CH:17]=[C:16]([CH:18]=O)[CH:15]=[CH:14][C:3]=1[O:4][C:5]1[CH:6]=[CH:7][C:8]([C:11]([NH2:13])=[O:12])=[N:9][CH:10]=1.[CH:20]1([CH2:25][CH2:26][NH2:27])[CH2:24][CH2:23][CH2:22][CH2:21]1.[BH4-].[Na+]. The catalyst is CO. The product is [CH:20]1([CH2:25][CH2:26][NH:27][CH2:18][C:16]2[CH:15]=[CH:14][C:3]([O:4][C:5]3[CH:6]=[CH:7][C:8]([C:11]([NH2:13])=[O:12])=[N:9][CH:10]=3)=[C:2]([F:1])[CH:17]=2)[CH2:24][CH2:23][CH2:22][CH2:21]1. The yield is 0.100. (3) The reactants are [NH2:1][C:2]1[CH:10]=[CH:9][C:8]([Br:11])=[CH:7][C:3]=1[C:4](O)=[O:5].[CH3:12][NH:13][CH:14]=O. No catalyst specified. The product is [Br:11][C:8]1[CH:7]=[C:3]2[C:2](=[CH:10][CH:9]=1)[N:1]=[CH:12][N:13]([CH3:14])[C:4]2=[O:5]. The yield is 0.950. (4) The reactants are Br[C:2]1[N:6]2[C:7]3[C:12]([N:13]=[C:14]([CH3:15])[C:5]2=[C:4]([C:18]([F:21])([F:20])[F:19])[N:3]=1)=[CH:11][CH:10]=[C:9]([O:16][CH3:17])[N:8]=3.[C:22]([C:25]1[CH:26]=[CH:27][C:28]([F:34])=[C:29](B(O)O)[CH:30]=1)(=[O:24])[NH2:23]. No catalyst specified. The product is [F:34][C:28]1[CH:29]=[CH:30][C:25]([C:22]([NH2:23])=[O:24])=[CH:26][C:27]=1[C:2]1[N:6]2[C:7]3[N:8]=[C:9]([O:16][CH3:17])[CH:10]=[CH:11][C:12]=3[N:13]=[C:14]([CH3:15])[C:5]2=[C:4]([C:18]([F:21])([F:20])[F:19])[N:3]=1. The yield is 0.580. (5) The reactants are Br[C:2]1[C:6]2[CH:7]=[C:8]([C:11]3[CH:16]=[CH:15][CH:14]=[CH:13][CH:12]=3)[CH:9]=[CH:10][C:5]=2[S:4][C:3]=1[N+:17]([O-:19])=[O:18].[Cl:20][C:21]1[CH:22]=[C:23]([CH:25]=[CH:26][C:27]=1[F:28])[NH2:24]. The catalyst is CN(C=O)C. The product is [Cl:20][C:21]1[CH:22]=[C:23]([NH:24][C:2]2[C:6]3[CH:7]=[C:8]([C:11]4[CH:16]=[CH:15][CH:14]=[CH:13][CH:12]=4)[CH:9]=[CH:10][C:5]=3[S:4][C:3]=2[N+:17]([O-:19])=[O:18])[CH:25]=[CH:26][C:27]=1[F:28]. The yield is 0.600. (6) The reactants are [F:1][CH:2]([F:33])[C:3]1[N:7]([C:8]2[N:13]=[C:12]([N:14]3[CH2:19][CH2:18][O:17][CH2:16][CH2:15]3)[N:11]=[C:10]([N:20]3[CH2:25][CH2:24][CH:23]([NH2:26])[CH2:22][CH2:21]3)[N:9]=2)[C:6]2[CH:27]=[CH:28][CH:29]=[C:30]([O:31][CH3:32])[C:5]=2[N:4]=1.[CH3:34][S:35](Cl)(=[O:37])=[O:36].C([O-])([O-])=O.[K+].[K+]. The catalyst is C(Cl)Cl. The product is [F:33][CH:2]([F:1])[C:3]1[N:7]([C:8]2[N:13]=[C:12]([N:14]3[CH2:19][CH2:18][O:17][CH2:16][CH2:15]3)[N:11]=[C:10]([N:20]3[CH2:25][CH2:24][CH:23]([NH:26][S:35]([CH3:34])(=[O:37])=[O:36])[CH2:22][CH2:21]3)[N:9]=2)[C:6]2[CH:27]=[CH:28][CH:29]=[C:30]([O:31][CH3:32])[C:5]=2[N:4]=1. The yield is 0.970. (7) The reactants are [CH:1]1([C:6]2[NH:14][C:13]3[C:12](=[O:15])[N:11]([CH2:16][CH2:17][CH3:18])[C:10]([O:19][C:20]4[CH:25]=[CH:24][CH:23]=[C:22]([O:26][CH3:27])[CH:21]=4)=[N:9][C:8]=3[N:7]=2)[CH2:5][CH:4]=[CH:3][CH2:2]1.C[N+]1([O-])CC[O:32]CC1.C(O)(C)(C)C.[OH2:41]. The catalyst is CC(C)=O.[Os](=O)(=O)(=O)=O. The product is [OH:41][CH:3]1[CH:4]([OH:32])[CH2:5][CH:1]([C:6]2[NH:14][C:13]3[C:12](=[O:15])[N:11]([CH2:16][CH2:17][CH3:18])[C:10]([O:19][C:20]4[CH:25]=[CH:24][CH:23]=[C:22]([O:26][CH3:27])[CH:21]=4)=[N:9][C:8]=3[N:7]=2)[CH2:2]1. The yield is 0.130. (8) The reactants are [C:1]([O:5][C:6]([N:8]1[CH2:13][CH2:12][NH:11][CH2:10][CH2:9]1)=[O:7])([CH3:4])([CH3:3])[CH3:2].C(N(CC)CC)C.[CH3:21][S:22](Cl)(=[O:24])=[O:23]. The catalyst is ClC(Cl)C. The product is [C:1]([O:5][C:6]([N:8]1[CH2:13][CH2:12][N:11]([S:22]([CH3:21])(=[O:24])=[O:23])[CH2:10][CH2:9]1)=[O:7])([CH3:4])([CH3:2])[CH3:3]. The yield is 0.800.